From a dataset of Forward reaction prediction with 1.9M reactions from USPTO patents (1976-2016). Predict the product of the given reaction. (1) Given the reactants [CH3:1][C:2]1([CH3:9])[O:6][CH:5]([CH2:7][OH:8])[CH2:4][O:3]1.[H-].[Na+].Br[C:13]1[N:18]=[C:17]([C:19]([OH:21])=[O:20])[CH:16]=[CH:15][CH:14]=1.O, predict the reaction product. The product is: [CH3:1][C:2]1([CH3:9])[O:6][CH:5]([CH2:7][O:8][C:13]2[N:18]=[C:17]([C:19]([OH:21])=[O:20])[CH:16]=[CH:15][CH:14]=2)[CH2:4][O:3]1. (2) The product is: [N:27]([CH2:6][C:7]1[CH:12]=[CH:11][N:10]=[C:9]([N:13]2[C:17]([C:18]3[O:19][CH:20]=[CH:21][CH:22]=3)=[CH:16][C:15]([C:23]([F:26])([F:25])[F:24])=[N:14]2)[CH:8]=1)=[N+:28]=[N-:29]. Given the reactants CS(O[CH2:6][C:7]1[CH:12]=[CH:11][N:10]=[C:9]([N:13]2[C:17]([C:18]3[O:19][CH:20]=[CH:21][CH:22]=3)=[CH:16][C:15]([C:23]([F:26])([F:25])[F:24])=[N:14]2)[CH:8]=1)(=O)=O.[N-:27]=[N+:28]=[N-:29].[Na+], predict the reaction product. (3) The product is: [CH:1]1([CH2:7][NH:8][C:10]2[CH:11]=[C:12]([CH3:19])[CH:13]=[CH:14][C:15]=2[N+:16]([O-:18])=[O:17])[CH2:6][CH2:5][CH2:4][CH2:3][CH2:2]1. Given the reactants [CH:1]1([CH2:7][NH2:8])[CH2:6][CH2:5][CH2:4][CH2:3][CH2:2]1.F[C:10]1[CH:11]=[C:12]([CH3:19])[CH:13]=[CH:14][C:15]=1[N+:16]([O-:18])=[O:17].C(N(CC)C(C)C)(C)C, predict the reaction product.